This data is from Full USPTO retrosynthesis dataset with 1.9M reactions from patents (1976-2016). The task is: Predict the reactants needed to synthesize the given product. Given the product [CH2:24]([C:27]1([S:30]([N:11]2[C:5]3[C:6]4[O:10][CH:9]=[N:8][C:7]=4[C:2]([F:1])=[C:3]([F:23])[C:4]=3[N:13]([C:14]3[CH:19]=[CH:18][C:17]([I:20])=[CH:16][C:15]=3[F:21])[C:12]2=[O:22])(=[O:32])=[O:31])[CH2:29][CH2:28]1)[CH:25]=[CH2:26], predict the reactants needed to synthesize it. The reactants are: [F:1][C:2]1[C:7]2[N:8]=[CH:9][O:10][C:6]=2[C:5]2[NH:11][C:12](=[O:22])[N:13]([C:14]3[CH:19]=[CH:18][C:17]([I:20])=[CH:16][C:15]=3[F:21])[C:4]=2[C:3]=1[F:23].[CH2:24]([C:27]1([S:30](Cl)(=[O:32])=[O:31])[CH2:29][CH2:28]1)[CH:25]=[CH2:26].